Dataset: Forward reaction prediction with 1.9M reactions from USPTO patents (1976-2016). Task: Predict the product of the given reaction. (1) The product is: [Cl:20][C:6]1[N:2]([CH3:1])[N:3]=[CH:4][C:5]=1[N+:7]([O-:9])=[O:8]. Given the reactants [CH3:1][N:2]1[CH:6]=[C:5]([N+:7]([O-:9])=[O:8])[CH:4]=[N:3]1.C[Si](C)(C)[N-][Si](C)(C)C.[Li+].[Cl:20]C(Cl)(Cl)C(Cl)(Cl)Cl, predict the reaction product. (2) Given the reactants [I:1]N1C(=O)CCC1=O.[C:9](#[N:17])[C:10]1[C:11](=[CH:13][CH:14]=[CH:15][CH:16]=1)[NH2:12], predict the reaction product. The product is: [NH2:12][C:11]1[CH:13]=[CH:14][C:15]([I:1])=[CH:16][C:10]=1[C:9]#[N:17]. (3) Given the reactants [Cl:1][C:2]1[CH:7]=[CH:6][C:5]([C:8]2([CH3:37])[C:12]([C:14]3[CH:19]=[CH:18][C:17]([Cl:20])=[CH:16][CH:15]=3)([CH3:13])[N:11]([C:21](Cl)=[O:22])[C:10]([C:24]3[CH:29]=[CH:28][C:27]([C:30]([F:33])([F:32])[F:31])=[CH:26][C:25]=3[O:34][CH2:35][CH3:36])=[N:9]2)=[CH:4][CH:3]=1.[C:38]([N:41]1[CH2:46][CH2:45][NH:44][CH2:43][CH2:42]1)(=[O:40])[CH3:39], predict the reaction product. The product is: [Cl:1][C:2]1[CH:3]=[CH:4][C:5]([C@@:8]2([CH3:37])[C@:12]([C:14]3[CH:19]=[CH:18][C:17]([Cl:20])=[CH:16][CH:15]=3)([CH3:13])[N:11]([C:21]([N:44]3[CH2:45][CH2:46][N:41]([C:38](=[O:40])[CH3:39])[CH2:42][CH2:43]3)=[O:22])[C:10]([C:24]3[CH:29]=[CH:28][C:27]([C:30]([F:33])([F:32])[F:31])=[CH:26][C:25]=3[O:34][CH2:35][CH3:36])=[N:9]2)=[CH:6][CH:7]=1. (4) Given the reactants [C:1](#[N:4])[CH:2]=[CH2:3].Br[C:6]1[C:7]([CH3:20])=[N:8][N:9]([C:11]2[CH:16]=[CH:15][N:14]=[C:13]3[NH:17][CH:18]=[CH:19][C:12]=23)[CH:10]=1.CC[N+](CC)(CC)CC.CN(C=O)C, predict the reaction product. The product is: [CH3:20][C:7]1[C:6](/[CH:3]=[CH:2]/[C:1]#[N:4])=[CH:10][N:9]([C:11]2[CH:16]=[CH:15][N:14]=[C:13]3[NH:17][CH:18]=[CH:19][C:12]=23)[N:8]=1. (5) Given the reactants [NH2:1][C:2]1[C:11]([F:12])=[C:10]([NH:13][CH2:14][CH2:15][C:16]([O:18][CH2:19][CH3:20])=[O:17])[C:9]([O:21][CH3:22])=[C:8]2[C:3]=1[C:4](=[O:29])[C:5](C(O)=O)=[CH:6][N:7]2[CH:23]1[CH2:25][CH2:24]1.[C-]#N.[Na+], predict the reaction product. The product is: [NH2:1][C:2]1[C:11]([F:12])=[C:10]([NH:13][CH2:14][CH2:15][C:16]([O:18][CH2:19][CH3:20])=[O:17])[C:9]([O:21][CH3:22])=[C:8]2[C:3]=1[C:4](=[O:29])[CH:5]=[CH:6][N:7]2[CH:23]1[CH2:24][CH2:25]1. (6) Given the reactants [C:1]([C:3]1[CH:8]=[CH:7][C:6]([N:9]2[C:21]3[C:20]4[CH:19]=[C:18]([O:22][CH:23]([C:35]5[S:36]C=C[CH:39]=5)CNC(=O)OCC[Si](C)(C)C)[C:17]([O:40][CH3:41])=[CH:16][C:15]=4[N:14]=[CH:13][C:12]=3[N:11]([CH3:42])[C:10]2=[O:43])=[C:5]([F:44])[CH:4]=1)#[N:2].FC1C=C(C=CC=1N1C2C3C=C(O)C(OC)=CC=3N=CC=2N(C)C1=O)[C:49]#[N:50].C1(P(C2C=CC=CC=2)C2C=CC=CC=2)C=CC=CC=1.S1C(CO)=CN=C1.N(C(OC(C)C)=O)=NC(OC(C)C)=O, predict the reaction product. The product is: [F:44][C:5]1[CH:4]=[C:3]([CH:8]=[CH:7][C:6]=1[N:9]1[C:21]2[C:20]3[CH:19]=[C:18]([O:22][CH2:23][C:35]4[S:36][CH:49]=[N:50][CH:39]=4)[C:17]([O:40][CH3:41])=[CH:16][C:15]=3[N:14]=[CH:13][C:12]=2[N:11]([CH3:42])[C:10]1=[O:43])[C:1]#[N:2].